Task: Predict the reactants needed to synthesize the given product.. Dataset: Full USPTO retrosynthesis dataset with 1.9M reactions from patents (1976-2016) (1) Given the product [C:1]([O:5][C:6]([N:8]1[CH2:12][C@H:11]([OH:13])[CH2:10][C@H:9]1[CH2:21][C:22]#[CH:23])=[O:7])([CH3:4])([CH3:3])[CH3:2], predict the reactants needed to synthesize it. The reactants are: [C:1]([O:5][C:6]([N:8]1[CH2:12][C@H:11]([O:13][Si](C(C)(C)C)(C)C)[CH2:10][C@H:9]1[CH:21](OC(OC1C=CC=CC=1)=S)[C:22]#[C:23][Si](C)(C)C)=[O:7])([CH3:4])([CH3:3])[CH3:2].C([SnH](CCCC)CCCC)CCC.N(C(C)(C)C#N)=NC(C)(C)C#N.[F-].C([N+](CCCC)(CCCC)CCCC)CCC. (2) Given the product [F:1][C:2]([F:25])([F:24])[O:3][C:4]1[CH:9]=[CH:8][C:7]([NH:10][C:11]2[C:20]3[C:15](=[CH:16][C:17]([C:21]([NH:59][CH2:60][CH2:61][OH:62])=[O:23])=[CH:18][CH:19]=3)[N:14]=[CH:13][N:12]=2)=[CH:6][CH:5]=1.[C:66]([OH:67])([C:2]([F:25])([F:24])[F:1])=[O:42], predict the reactants needed to synthesize it. The reactants are: [F:1][C:2]([F:25])([F:24])[O:3][C:4]1[CH:9]=[CH:8][C:7]([NH:10][C:11]2[C:20]3[C:15](=[CH:16][C:17]([C:21]([OH:23])=O)=[CH:18][CH:19]=3)[N:14]=[CH:13][N:12]=2)=[CH:6][CH:5]=1.CCN(C(C)C)C(C)C.CN(C([O:42]N1N=NC2C=CC=NC1=2)=[N+](C)C)C.F[P-](F)(F)(F)(F)F.[NH2:59][CH2:60][CH2:61][OH:62].CN([CH:66]=[O:67])C. (3) The reactants are: Br[C:2]1[C:3]([O:12][CH2:13][CH:14]([F:16])[F:15])=[N:4][CH:5]=[C:6]([CH:11]=1)[C:7]([O:9][CH3:10])=[O:8].[CH2:17]([Zn]CC)[CH3:18]. Given the product [F:15][CH:14]([F:16])[CH2:13][O:12][C:3]1[C:2]([CH2:17][CH3:18])=[CH:11][C:6]([C:7]([O:9][CH3:10])=[O:8])=[CH:5][N:4]=1, predict the reactants needed to synthesize it. (4) The reactants are: [CH2:1]([O:8][C:9]1[CH:10]=[C:11]([CH:13]=[CH:14][CH:15]=1)[NH2:12])[C:2]1[CH:7]=[CH:6][CH:5]=[CH:4][CH:3]=1.[N+:16]([C:19]1[CH:27]=[CH:26][CH:25]=[CH:24][C:20]=1[C:21](Cl)=[O:22])([O-:18])=[O:17]. Given the product [N+:16]([C:19]1[CH:27]=[CH:26][CH:25]=[CH:24][C:20]=1[C:21]([NH:12][C:11]1[CH:13]=[CH:14][CH:15]=[C:9]([O:8][CH2:1][C:2]2[CH:3]=[CH:4][CH:5]=[CH:6][CH:7]=2)[CH:10]=1)=[O:22])([O-:18])=[O:17], predict the reactants needed to synthesize it. (5) Given the product [F:25][C:21]1[CH:20]=[C:19]2[C:24]([C:16]([C:14]3[CH:13]=[N:12][N:11]([CH:8]4[CH2:7][CH2:6][C:5](=[O:4])[CH2:10][CH2:9]4)[CH:15]=3)=[CH:17][N:18]2[S:26]([C:29]2[CH:30]=[CH:31][CH:32]=[CH:33][CH:34]=2)(=[O:28])=[O:27])=[CH:23][CH:22]=1, predict the reactants needed to synthesize it. The reactants are: O1[C:5]2([CH2:10][CH2:9][CH:8]([N:11]3[CH:15]=[C:14]([C:16]4[C:24]5[C:19](=[CH:20][C:21]([F:25])=[CH:22][CH:23]=5)[N:18]([S:26]([C:29]5[CH:34]=[CH:33][CH:32]=[CH:31][CH:30]=5)(=[O:28])=[O:27])[CH:17]=4)[CH:13]=[N:12]3)[CH2:7][CH2:6]2)[O:4]CC1.Cl. (6) The reactants are: [OH:1][C@H:2]([CH2:35][O:36][C:37]1[CH:42]=[CH:41][C:40]([O:43][Si](C(C)C)(C2C=CC=CC=2)C2C=CC=CC=2)=[CH:39][CH:38]=1)[CH2:3][NH:4][CH2:5][CH2:6][C:7]1[CH:34]=[CH:33][C:10]([NH:11][CH:12]2[CH2:17][CH2:16][N:15]([C:18]([NH:20][C:21]3[CH:32]=[CH:31][C:24]([O:25][CH2:26][C:27]([O:29]C)=[O:28])=[CH:23][CH:22]=3)=[O:19])[CH2:14][CH2:13]2)=[CH:9][CH:8]=1. Given the product [OH:1][C@H:2]([CH2:35][O:36][C:37]1[CH:38]=[CH:39][C:40]([OH:43])=[CH:41][CH:42]=1)[CH2:3][NH:4][CH2:5][CH2:6][C:7]1[CH:8]=[CH:9][C:10]([NH:11][CH:12]2[CH2:13][CH2:14][N:15]([C:18]([NH:20][C:21]3[CH:22]=[CH:23][C:24]([O:25][CH2:26][C:27]([OH:29])=[O:28])=[CH:31][CH:32]=3)=[O:19])[CH2:16][CH2:17]2)=[CH:33][CH:34]=1, predict the reactants needed to synthesize it.